From a dataset of Catalyst prediction with 721,799 reactions and 888 catalyst types from USPTO. Predict which catalyst facilitates the given reaction. (1) Reactant: C([O-])([O-])=O.[Cs+].[Cs+].Cl[C:8]1[C:13]([C:14]([O:16][CH2:17][CH3:18])=[O:15])=[CH:12][N:11]=[CH:10][CH:9]=1.[Br:19][C:20]1[CH:25]=[CH:24][C:23]([OH:26])=[CH:22][CH:21]=1. Product: [Br:19][C:20]1[CH:25]=[CH:24][C:23]([O:26][C:8]2[C:13]([C:14]([O:16][CH2:17][CH3:18])=[O:15])=[CH:12][N:11]=[CH:10][CH:9]=2)=[CH:22][CH:21]=1. The catalyst class is: 3. (2) Reactant: Br[C:2]1[C:6]2[CH:7]=[CH:8][CH:9]=[CH:10][C:5]=2[O:4][C:3]=1[CH2:11][CH:12]1[CH2:17][CH2:16][CH2:15][CH2:14][N:13]1[C:18]([C:20]1[N:21]=[C:22]([CH3:32])[S:23][C:24]=1[C:25]1[CH:30]=[CH:29][C:28]([F:31])=[CH:27][CH:26]=1)=[O:19].[Cu][C:34]#[N:35].O.C(OCC)(=O)C. Product: [F:31][C:28]1[CH:29]=[CH:30][C:25]([C:24]2[S:23][C:22]([CH3:32])=[N:21][C:20]=2[C:18]([N:13]2[CH2:14][CH2:15][CH2:16][CH2:17][CH:12]2[CH2:11][C:3]2[O:4][C:5]3[CH:10]=[CH:9][CH:8]=[CH:7][C:6]=3[C:2]=2[C:34]#[N:35])=[O:19])=[CH:26][CH:27]=1. The catalyst class is: 60. (3) Reactant: [F:1][C:2]1[CH:3]=[C:4]([CH:6]=[C:7]([F:9])[CH:8]=1)[NH2:5].[Li]CCCC.Cl[Si](C)(C)C.[CH3:20][N:21]1[CH2:26][CH2:25][C:24](=[O:27])[CH2:23][CH2:22]1.Cl. Product: [F:1][C:2]1[CH:3]=[C:4]([CH:6]=[C:7]([F:9])[C:8]=1[C:24]1([OH:27])[CH2:25][CH2:26][N:21]([CH3:20])[CH2:22][CH2:23]1)[NH2:5]. The catalyst class is: 1.